From a dataset of Full USPTO retrosynthesis dataset with 1.9M reactions from patents (1976-2016). Predict the reactants needed to synthesize the given product. (1) Given the product [ClH:39].[N:1]1[CH:6]=[CH:5][C:4]([CH2:7][NH:8][C:9]([C:11]2[S:19][C:18]3[N:13]([C:14](=[O:22])[N:15]([CH2:35][C:34]4[CH:37]=[CH:38][C:31]([C:29]#[N:30])=[CH:32][CH:33]=4)[C:16](=[O:21])[C:17]=3[CH3:20])[CH:12]=2)=[O:10])=[CH:3][CH:2]=1, predict the reactants needed to synthesize it. The reactants are: [N:1]1[CH:6]=[CH:5][C:4]([CH2:7][NH:8][C:9]([C:11]2[S:19][C:18]3[N:13]([C:14](=[O:22])[NH:15][C:16](=[O:21])[C:17]=3[CH3:20])[CH:12]=2)=[O:10])=[CH:3][CH:2]=1.C(=O)([O-])[O-].[Cs+].[Cs+].[C:29]([C:31]1[CH:38]=[CH:37][C:34]([CH2:35]Br)=[CH:33][CH:32]=1)#[N:30].[ClH:39]. (2) Given the product [F:26][C:27]1[CH:28]=[CH:29][C:30]([C@H:33]([NH:35][C:17](=[O:19])[C:16]2[CH:20]=[C:21]([CH:23]=[CH2:24])[CH:22]=[C:14]([C:11]3[CH:10]=[CH:9][C:8]([CH3:7])=[CH:13][N:12]=3)[CH:15]=2)[CH3:34])=[N:31][CH:32]=1, predict the reactants needed to synthesize it. The reactants are: [Cl-].[Na+].[Na+].[Na+].[Cl-].[Cl-].[CH3:7][C:8]1[CH:9]=[CH:10][C:11]([C:14]2[CH:15]=[C:16]([CH:20]=[C:21]([CH:23]=[CH2:24])[CH:22]=2)[C:17]([OH:19])=O)=[N:12][CH:13]=1.Cl.[F:26][C:27]1[CH:28]=[CH:29][C:30]([C@H:33]([NH2:35])[CH3:34])=[N:31][CH:32]=1.C(Cl)CCl.C1C=NC2N(O)N=NC=2C=1.C(N(CC)CC)C.C(=O)(O)[O-].[Na+]. (3) Given the product [CH:30]1([CH2:29][N:7]2[C:6]([N:38]3[CH2:37][C@H:36]([CH3:40])[NH:35][C@H:34]([CH3:33])[CH2:39]3)=[N:14][C:13]3[C:8]2=[N:9][C:10]([C:21]2[CH:22]=[N:23][C:24]([NH:27][CH3:28])=[N:25][CH:26]=2)=[N:11][C:12]=3[N:15]2[CH2:20][CH2:19][O:18][CH2:17][CH2:16]2)[CH2:32][CH2:31]1, predict the reactants needed to synthesize it. The reactants are: CS(C)=O.Cl[C:6]1[N:7]([CH2:29][CH:30]2[CH2:32][CH2:31]2)[C:8]2[C:13]([N:14]=1)=[C:12]([N:15]1[CH2:20][CH2:19][O:18][CH2:17][CH2:16]1)[N:11]=[C:10]([C:21]1[CH:22]=[N:23][C:24]([NH:27][CH3:28])=[N:25][CH:26]=1)[N:9]=2.[CH3:33][C@H:34]1[CH2:39][NH:38][CH2:37][C@@H:36]([CH3:40])[NH:35]1. (4) Given the product [CH3:1][S:2]([C:5]1[N:10]=[CH:9][C:8]([O:11][C:12]2[CH:13]=[C:14]3[C:18](=[C:19]([O:21][CH:22]4[CH2:27][CH2:26][O:25][CH2:24][CH2:23]4)[CH:20]=2)[NH:17][C:16]([C:28](=[S:40])[NH2:30])=[CH:15]3)=[CH:7][CH:6]=1)(=[O:4])=[O:3], predict the reactants needed to synthesize it. The reactants are: [CH3:1][S:2]([C:5]1[N:10]=[CH:9][C:8]([O:11][C:12]2[CH:13]=[C:14]3[C:18](=[C:19]([O:21][CH:22]4[CH2:27][CH2:26][O:25][CH2:24][CH2:23]4)[CH:20]=2)[NH:17][C:16]([C:28]([NH2:30])=O)=[CH:15]3)=[CH:7][CH:6]=1)(=[O:4])=[O:3].COC1C=CC(P2(SP(C3C=CC(OC)=CC=3)(=S)S2)=[S:40])=CC=1.C(OCC)(=O)C.CCCCCC. (5) Given the product [Cl:23][C:24]1[CH:33]=[C:32]([Cl:34])[CH:31]=[CH:30][C:25]=1[CH2:26][NH:27][C:28]([NH:22][C:19]1[CH:18]=[CH:17][C:16]([N:9]2[C:10]([C:12]([F:15])([F:13])[F:14])=[CH:11][C:7]([C:3]3[CH:2]=[N:1][CH:6]=[CH:5][CH:4]=3)=[N:8]2)=[CH:21][N:20]=1)=[O:29], predict the reactants needed to synthesize it. The reactants are: [N:1]1[CH:6]=[CH:5][CH:4]=[C:3]([C:7]2[CH:11]=[C:10]([C:12]([F:15])([F:14])[F:13])[N:9]([C:16]3[CH:17]=[CH:18][C:19]([NH2:22])=[N:20][CH:21]=3)[N:8]=2)[CH:2]=1.[Cl:23][C:24]1[CH:33]=[C:32]([Cl:34])[CH:31]=[CH:30][C:25]=1[CH2:26][N:27]=[C:28]=[O:29]. (6) Given the product [CH3:50][S:51]([C:54]1[CH:61]=[CH:60][C:57]([CH2:58][NH:59][C:12]([C:4]2[C:3](=[O:15])[C:2]([Br:1])=[C:7]([CH3:8])[N:6]([CH:9]([CH3:10])[CH3:11])[CH:5]=2)=[O:14])=[CH:56][CH:55]=1)(=[O:52])=[O:53], predict the reactants needed to synthesize it. The reactants are: [Br:1][C:2]1[C:3](=[O:15])[C:4]([C:12]([OH:14])=O)=[CH:5][N:6]([CH:9]([CH3:11])[CH3:10])[C:7]=1[CH3:8].CN(C(ON1N=NC2C=CC=CC1=2)=[N+](C)C)C.F[P-](F)(F)(F)(F)F.CCN(C(C)C)C(C)C.Cl.[CH3:50][S:51]([C:54]1[CH:61]=[CH:60][C:57]([CH2:58][NH2:59])=[CH:56][CH:55]=1)(=[O:53])=[O:52].